From a dataset of Forward reaction prediction with 1.9M reactions from USPTO patents (1976-2016). Predict the product of the given reaction. (1) Given the reactants [CH3:1][O:2][C:3]1[CH:8]=[CH:7][C:6]([C:9]2[C:10]3[NH:17][CH:16]=[C:15]([C:18]([OH:20])=O)[C:11]=3[N:12]=[CH:13][N:14]=2)=[C:5]([O:21][CH2:22][CH2:23][O:24][CH3:25])[CH:4]=1.[C:26]([O:30][C:31](=[O:40])[NH:32][C@H:33]1[CH2:38][CH2:37][C@@H:36]([NH2:39])[CH2:35][CH2:34]1)([CH3:29])([CH3:28])[CH3:27], predict the reaction product. The product is: [C:26]([O:30][C:31](=[O:40])[NH:32][C@H:33]1[CH2:34][CH2:35][C@@H:36]([NH:39][C:18]([C:15]2[C:11]3[N:12]=[CH:13][N:14]=[C:9]([C:6]4[CH:7]=[CH:8][C:3]([O:2][CH3:1])=[CH:4][C:5]=4[O:21][CH2:22][CH2:23][O:24][CH3:25])[C:10]=3[NH:17][CH:16]=2)=[O:20])[CH2:37][CH2:38]1)([CH3:29])([CH3:27])[CH3:28]. (2) Given the reactants C1(N[C:7]2[C:12]([CH3:13])=[C:11]([CH3:14])[N:10]=[C:9]([NH:15][CH2:16][C:17]3[CH:22]=[CH:21][CH:20]=[CH:19][N:18]=3)[N:8]=2)CCCC1.[F:23][C:24]([F:33])([F:32])[C:25]1[CH:30]=[CH:29][C:28]([NH2:31])=[CH:27][CH:26]=1, predict the reaction product. The product is: [CH3:13][C:12]1[C:7]([NH:31][C:28]2[CH:27]=[CH:26][C:25]([C:24]([F:32])([F:33])[F:23])=[CH:30][CH:29]=2)=[N:8][C:9]([NH:15][CH2:16][C:17]2[CH:22]=[CH:21][CH:20]=[CH:19][N:18]=2)=[N:10][C:11]=1[CH3:14]. (3) The product is: [CH3:24][O:23][C:21]1[CH:20]=[CH:19][C:17]2[NH:18][C:14]([CH:12]([SH:13])[C:9]3[CH:10]=[CH:11][C:6]([C:5]([OH:25])=[O:4])=[CH:7][CH:8]=3)=[N:15][C:16]=2[CH:22]=1. Given the reactants [Li+].[OH-].C[O:4][C:5](=[O:25])[C:6]1[CH:11]=[CH:10][C:9]([CH:12]([C:14]2[NH:18][C:17]3[CH:19]=[CH:20][C:21]([O:23][CH3:24])=[CH:22][C:16]=3[N:15]=2)[SH:13])=[CH:8][CH:7]=1.Cl, predict the reaction product. (4) Given the reactants [F:1][C:2]1[CH:7]=[C:6]([F:8])[CH:5]=[CH:4][C:3]=1[CH2:9][C:10]([OH:12])=[O:11].[N+:13]([O-])([OH:15])=[O:14], predict the reaction product. The product is: [F:1][C:2]1[CH:7]=[C:6]([F:8])[C:5]([N+:13]([O-:15])=[O:14])=[CH:4][C:3]=1[CH2:9][C:10]([OH:12])=[O:11]. (5) Given the reactants [NH2:1][C:2]1[C:7]([NH:8][S:9]([CH3:12])(=[O:11])=[O:10])=[CH:6][C:5]([Br:13])=[CH:4][N:3]=1.[C:14](=O)([O-])[O-].[K+].[K+].CC(C)=O.CI, predict the reaction product. The product is: [NH2:1][C:2]1[C:7]([N:8]([CH3:14])[S:9]([CH3:12])(=[O:11])=[O:10])=[CH:6][C:5]([Br:13])=[CH:4][N:3]=1. (6) Given the reactants [CH:1]([C:3]1[CH:11]=[C:10]2[C:6]([C:7]([CH:12]=[O:13])=[CH:8][NH:9]2)=[CH:5][CH:4]=1)=[CH2:2], predict the reaction product. The product is: [CH2:1]([C:3]1[CH:11]=[C:10]2[C:6]([C:7]([CH:12]=[O:13])=[CH:8][NH:9]2)=[CH:5][CH:4]=1)[CH3:2]. (7) Given the reactants [Cl:1][C:2]1[CH:7]=[C:6]([O:8][CH3:9])[CH:5]=[CH:4][C:3]=1B(O)O.[Br:13][C:14]1[CH:15]=[C:16]([O:23][CH:24]([CH2:27][CH3:28])[CH2:25][CH3:26])[C:17]([NH:21][CH3:22])=[N:18][C:19]=1I, predict the reaction product. The product is: [Br:13][C:14]1[CH:15]=[C:16]([O:23][CH:24]([CH2:27][CH3:28])[CH2:25][CH3:26])[C:17]([NH:21][CH3:22])=[N:18][C:19]=1[C:3]1[CH:4]=[CH:5][C:6]([O:8][CH3:9])=[CH:7][C:2]=1[Cl:1].